Dataset: Reaction yield outcomes from USPTO patents with 853,638 reactions. Task: Predict the reaction yield, written as a fraction of the theoretical maximum amount of product (1.0 means a 100% yield; for example, 0.34 means a 34% yield). (1) The reactants are [CH2:1]([N:8]1[CH2:12][CH2:11][CH2:10][C:9]1=[O:13])[C:2]1[CH:7]=[CH:6][CH:5]=[CH:4][CH:3]=1.[CH:14]([N-]C(C)C)(C)C.[Li+].IC.[Cl-].[NH4+]. The catalyst is O1CCCC1. The product is [CH2:1]([N:8]1[CH2:12][CH2:11][CH:10]([CH3:14])[C:9]1=[O:13])[C:2]1[CH:7]=[CH:6][CH:5]=[CH:4][CH:3]=1. The yield is 0.820. (2) The reactants are CN(C)/[CH:3]=[CH:4]/[C:5]1[C:6]([N+:19]([O-])=O)=[C:7]([C:13]([N+:16]([O-])=O)=[CH:14][CH:15]=1)[C:8]([O:10][CH2:11][CH3:12])=[O:9]. The catalyst is [Ni].CCO. The product is [NH2:16][C:13]1[C:7]([C:8]([O:10][CH2:11][CH3:12])=[O:9])=[C:6]2[C:5]([CH:4]=[CH:3][NH:19]2)=[CH:15][CH:14]=1. The yield is 0.160. (3) The reactants are [C:1]1([S:7]([C:10]2[CH:11]=[C:12]3[C:17](=[CH:18][CH:19]=2)[CH:16]([CH2:20][NH2:21])[CH2:15][CH2:14][CH2:13]3)(=[O:9])=[O:8])[CH:6]=[CH:5][CH:4]=[CH:3][CH:2]=1.Cl.[N:23]1([C:28](N)=[NH:29])C=CC=N1.C(N(CC)C(C)C)C.O. The catalyst is CN(C=O)C. The product is [C:1]1([S:7]([C:10]2[CH:11]=[C:12]3[C:17](=[CH:18][CH:19]=2)[CH:16]([CH2:20][NH:21][C:28]([NH2:29])=[NH:23])[CH2:15][CH2:14][CH2:13]3)(=[O:9])=[O:8])[CH:2]=[CH:3][CH:4]=[CH:5][CH:6]=1. The yield is 0.330. (4) The reactants are [CH3:1][O:2][C:3]1[CH:4]=[C:5]2[O:9][C:8]([C:10]3[N:11]=[C:12]4[N:16]([CH:17]=3)[N:15]=[C:14]([S:18][CH3:19])[S:13]4)=[N:7][C:6]2=[C:20]([OH:22])[CH:21]=1.[CH2:23](Br)[C:24]1[CH:29]=[CH:28][CH:27]=[CH:26][CH:25]=1.C([O-])([O-])=O.[K+].[K+]. The catalyst is CN(C=O)C. The product is [CH2:23]([O:22][C:20]1[C:6]2[N:7]=[C:8]([C:10]3[N:11]=[C:12]4[N:16]([CH:17]=3)[N:15]=[C:14]([S:18][CH3:19])[S:13]4)[O:9][C:5]=2[CH:4]=[C:3]([O:2][CH3:1])[CH:21]=1)[C:24]1[CH:29]=[CH:28][CH:27]=[CH:26][CH:25]=1. The yield is 0.350. (5) The reactants are [NH2:1][C:2]1[C:11]2[C:6](=[CH:7][CH:8]=[C:9]([C:12]([NH:14]C3C=CC(CN)=CC=3)=[O:13])[CH:10]=2)[N:5]=[C:4]([CH3:23])[CH:3]=1.[Cl:24][C:25]1[N:33]=[CH:32][CH:31]=[CH:30][C:26]=1C(O)=O.C(N(CC)CC)C.[CH:49]1[CH:54]=[CH:53][C:52](P(N=[N+]=[N-])([C:49]2[CH:50]=[CH:51][CH:52]=[CH:53][CH:54]=2)=O)=[CH:51][CH:50]=1.[CH3:58][N:59]([CH:61]=[O:62])C. No catalyst specified. The product is [NH2:1][C:2]1[C:11]2[C:6](=[CH:7][CH:8]=[C:9]([C:12]([NH:14][C:49]3[CH:50]=[CH:51][C:52]([CH2:58][NH:59][C:61]([C:31]4[CH:32]=[N:33][C:25]([Cl:24])=[CH:26][CH:30]=4)=[O:62])=[CH:53][CH:54]=3)=[O:13])[CH:10]=2)[N:5]=[C:4]([CH3:23])[CH:3]=1. The yield is 0.0800. (6) The reactants are [CH3:1][CH:2]([CH2:6][CH2:7][CH3:8])[C:3](Cl)=[O:4].[CH2:9]([O:11][C:12]#[CH:13])[CH3:10].C(N(CC)CC)C. The catalyst is CCOCC. The product is [CH2:12]([O:11][C:9]1[C:2]([CH3:1])([CH2:6][CH2:7][CH3:8])[C:3](=[O:4])[CH:10]=1)[CH3:13]. The yield is 0.770. (7) The reactants are [Cl:1][C:2]1[CH:7]=[CH:6][C:5]([NH2:8])=[CH:4][C:3]=1[CH:9]([CH3:11])[CH3:10].[N+:12]([O-])([O-:14])=[O:13].[K+].C([O-])([O-])=O.[K+].[K+]. The catalyst is FC(F)(F)C(OC(=O)C(F)(F)F)=O.CO.CCCCCC.C(OCC)(=O)C. The product is [Cl:1][C:2]1[C:3]([CH:9]([CH3:11])[CH3:10])=[CH:4][C:5]([NH2:8])=[C:6]([N+:12]([O-:14])=[O:13])[CH:7]=1. The yield is 0.720.